This data is from Full USPTO retrosynthesis dataset with 1.9M reactions from patents (1976-2016). The task is: Predict the reactants needed to synthesize the given product. (1) Given the product [Cl:1][C:2]1[O:3][C:4]2[CH:10]=[CH:9][C:8]([C:11]([CH2:12][CH3:13])=[C:25]([C:27]3[CH:32]=[CH:31][C:30]([OH:33])=[CH:29][CH:28]=3)[C:22]3[CH:23]=[CH:24][C:19]([O:18][CH2:17][CH2:16][Cl:15])=[CH:20][CH:21]=3)=[CH:7][C:5]=2[CH:6]=1, predict the reactants needed to synthesize it. The reactants are: [Cl:1][C:2]1[O:3][C:4]2[CH:10]=[CH:9][C:8]([C:11](=O)[CH2:12][CH3:13])=[CH:7][C:5]=2[CH:6]=1.[Cl:15][CH2:16][CH2:17][O:18][C:19]1[CH:24]=[CH:23][C:22]([C:25]([C:27]2[CH:32]=[CH:31][C:30]([OH:33])=[CH:29][CH:28]=2)=O)=[CH:21][CH:20]=1. (2) Given the product [NH2:20][C:11]1[C:10]2[N:9]=[C:8]([CH2:21][O:22][CH2:23][CH3:24])[N:7]([CH2:6][CH2:5][O:4][CH2:3][CH2:2][NH:1][C:32]([NH:31][CH:25]3[CH2:30][CH2:29][CH2:28][CH2:27][CH2:26]3)=[O:33])[C:19]=2[C:18]2[CH:17]=[CH:16][CH:15]=[CH:14][C:13]=2[N:12]=1, predict the reactants needed to synthesize it. The reactants are: [NH2:1][CH2:2][CH2:3][O:4][CH2:5][CH2:6][N:7]1[C:19]2[C:18]3[CH:17]=[CH:16][CH:15]=[CH:14][C:13]=3[N:12]=[C:11]([NH2:20])[C:10]=2[N:9]=[C:8]1[CH2:21][O:22][CH2:23][CH3:24].[CH:25]1([N:31]=[C:32]=[O:33])[CH2:30][CH2:29][CH2:28][CH2:27][CH2:26]1. (3) Given the product [Cl:15][C:16]1[N:17]=[C:18]([N:3]2[CH2:4][CH2:5][O:6][CH2:7][C@@H:2]2[CH3:1])[C:19]2[C:24]([CH3:25])=[CH:23][S:22][C:20]=2[N:21]=1, predict the reactants needed to synthesize it. The reactants are: [CH3:1][C@H:2]1[CH2:7][O:6][CH2:5][CH2:4][NH:3]1.CCN(CC)CC.[Cl:15][C:16]1[N:17]=[C:18](Cl)[C:19]2[C:24]([CH3:25])=[CH:23][S:22][C:20]=2[N:21]=1. (4) Given the product [CH3:1][O:2][C:3]1[N:8]=[C:7]2[C:9]([C:13]3[NH:35][C:16]4=[N:17][CH:18]=[CH:19][C:20]([CH2:21][NH:22][C:23]5[CH:28]=[CH:27][C:26]([N:29]6[CH2:30][CH2:31][O:32][CH2:33][CH2:34]6)=[CH:25][CH:24]=5)=[C:15]4[CH:14]=3)=[CH:10][N:11]([CH3:12])[C:6]2=[CH:5][C:4]=1[O:46][CH3:47], predict the reactants needed to synthesize it. The reactants are: [CH3:1][O:2][C:3]1[N:8]=[C:7]2[C:9]([C:13]3[N:35](S(C4C=CC(C)=CC=4)(=O)=O)[C:16]4=[N:17][CH:18]=[CH:19][C:20]([CH2:21][NH:22][C:23]5[CH:28]=[CH:27][C:26]([N:29]6[CH2:34][CH2:33][O:32][CH2:31][CH2:30]6)=[CH:25][CH:24]=5)=[C:15]4[CH:14]=3)=[CH:10][N:11]([CH3:12])[C:6]2=[CH:5][C:4]=1[O:46][CH3:47].[OH-].[K+]. (5) Given the product [NH:12]1[CH:16]=[CH:15][C:14]([NH:17][C:18]2[N:22]([C:23]3[CH:28]=[C:27]([S:29]([CH3:30])=[O:6])[N:26]=[C:25]([CH3:31])[N:24]=3)[N:21]=[C:20]([C:32]([O:34][CH2:35][CH3:36])=[O:33])[CH:19]=2)=[N:13]1, predict the reactants needed to synthesize it. The reactants are: ClC1C=C(C=CC=1)C(OO)=[O:6].[NH:12]1[CH:16]=[CH:15][C:14]([NH:17][C:18]2[N:22]([C:23]3[CH:28]=[C:27]([S:29][CH3:30])[N:26]=[C:25]([CH3:31])[N:24]=3)[N:21]=[C:20]([C:32]([O:34][CH2:35][CH3:36])=[O:33])[CH:19]=2)=[N:13]1.[O-]S([O-])(=S)=O.[Na+].[Na+].C([O-])(O)=O.[Na+]. (6) The reactants are: [NH2:1][C:2]1[CH:7]=[C:6]([Br:8])[N:5]=[CH:4][C:3]=1[N:9]([CH3:20])[C:10](=O)[CH2:11][C:12]1[CH:17]=[CH:16][CH:15]=[CH:14][C:13]=1[F:18]. Given the product [Br:8][C:6]1[N:5]=[CH:4][C:3]2[N:9]([CH3:20])[C:10]([CH2:11][C:12]3[CH:17]=[CH:16][CH:15]=[CH:14][C:13]=3[F:18])=[N:1][C:2]=2[CH:7]=1, predict the reactants needed to synthesize it. (7) Given the product [CH2:1]([S:3][C:4]1[C:13]([C:14]([NH:32][CH2:31][C:30]2[CH:44]=[CH:48][CH:27]=[C:28]([F:35])[CH:29]=2)=[O:16])=[C:12]([CH3:17])[C:11]2[C:6](=[CH:7][N:8]=[CH:9][CH:10]=2)[N:5]=1)[CH3:2], predict the reactants needed to synthesize it. The reactants are: [CH2:1]([S:3][C:4]1[C:13]([C:14]([OH:16])=O)=[C:12]([CH3:17])[C:11]2[C:6](=[CH:7][N:8]=[CH:9][CH:10]=2)[N:5]=1)[CH3:2].CN(C(ON1N=N[C:28]2[CH:29]=[CH:30][CH:31]=[N:32][C:27]1=2)=[N+](C)C)C.[F:35][P-](F)(F)(F)(F)F.CN.[CH2:44]1[CH2:48]OCC1. (8) Given the product [CH3:115][C:116]1([CH3:161])[C:128](/[CH:129]=[CH:130]/[CH:131]=[CH:132]/[CH:133]=[CH:134]/[CH:135]=[C:136]2\[C:137]([CH3:154])([CH3:155])[C:138]3[C:139]4[CH:140]=[CH:141][CH:142]=[CH:143][C:144]=4[CH:145]=[CH:146][C:147]=3[N:148]\2[CH2:149][CH2:150][C:151]([OH:153])=[O:152])=[N+:127]([CH2:156][CH2:157][C:158]([OH:160])=[O:159])[C:126]2[CH:125]=[CH:124][C:123]3[CH:122]=[CH:121][CH:120]=[CH:119][C:118]=3[C:117]1=2.[Br-:162].[CH3:1][C@H:2]([NH:43][C:44]([C@@H:46]([NH:57][C:58]([C@@H:60]([NH:66][C:67]([C@@H:69]([NH:74][C:75]([CH2:77][NH:78][C:79]([C@@H:81]([NH:86][C:87]([C@@H:89]([NH:97][C:98]([C@@H:100]([NH:106][C:107]([C@H:109]1[NH:114][C:112](=[O:113])[CH2:111][CH2:110]1)=[O:108])[CH2:101][CH2:102][C:103]([NH2:105])=[O:104])=[O:99])[CH2:90][CH2:91][CH2:92][NH:93][C:94]([NH2:96])=[NH:95])=[O:88])[CH2:82][CH:83]([CH3:84])[CH3:85])=[O:80])=[O:76])[CH2:70][C:71]([NH2:73])=[O:72])=[O:68])[CH2:61][CH2:62][C:63]([NH2:65])=[O:64])=[O:59])[CH2:47][C:48]1[C:52]2[CH:53]=[CH:54][CH:55]=[CH:56][C:51]=2[NH:50][CH:49]=1)=[O:45])[C:3]([NH:5][C@H:6]([C:10]([NH:12][CH2:13][C:14]([NH:16][C@H:17]([C:24]([NH:26][C@H:27]([C:32]([NH:34][C@H:35]([C:40]([NH2:42])=[O:41])[CH2:36][CH2:37][S:38][CH3:39])=[O:33])[CH2:28][CH:29]([CH3:30])[CH3:31])=[O:25])[CH2:18][C:19]1[NH:23][CH:22]=[N:21][CH:20]=1)=[O:15])=[O:11])[CH:7]([CH3:8])[CH3:9])=[O:4], predict the reactants needed to synthesize it. The reactants are: [CH3:1][C@H:2]([NH:43][C:44]([C@@H:46]([NH:57][C:58]([C@@H:60]([NH:66][C:67]([C@@H:69]([NH:74][C:75]([CH2:77][NH:78][C:79]([C@@H:81]([NH:86][C:87]([C@@H:89]([NH:97][C:98]([C@@H:100]([NH:106][C:107]([C@H:109]1[NH:114][C:112](=[O:113])[CH2:111][CH2:110]1)=[O:108])[CH2:101][CH2:102][C:103]([NH2:105])=[O:104])=[O:99])[CH2:90][CH2:91][CH2:92][NH:93][C:94]([NH2:96])=[NH:95])=[O:88])[CH2:82][CH:83]([CH3:85])[CH3:84])=[O:80])=[O:76])[CH2:70][C:71]([NH2:73])=[O:72])=[O:68])[CH2:61][CH2:62][C:63]([NH2:65])=[O:64])=[O:59])[CH2:47][C:48]1[C:52]2[CH:53]=[CH:54][CH:55]=[CH:56][C:51]=2[NH:50][CH:49]=1)=[O:45])[C:3]([NH:5][C@H:6]([C:10]([NH:12][CH2:13][C:14]([NH:16][C@H:17]([C:24]([NH:26][C@H:27]([C:32]([NH:34][C@H:35]([C:40]([NH2:42])=[O:41])[CH2:36][CH2:37][S:38][CH3:39])=[O:33])[CH2:28][CH:29]([CH3:31])[CH3:30])=[O:25])[CH2:18][C:19]1[NH:23][CH:22]=[N:21][CH:20]=1)=[O:15])=[O:11])[CH:7]([CH3:9])[CH3:8])=[O:4].[CH3:115][C:116]1([CH3:161])[C:128](/[CH:129]=[CH:130]/[CH:131]=[CH:132]/[CH:133]=[CH:134]/[CH:135]=[C:136]2\[C:137]([CH3:155])([CH3:154])[C:138]3[C:139]4[CH:140]=[CH:141][CH:142]=[CH:143][C:144]=4[CH:145]=[CH:146][C:147]=3[N:148]\2[CH2:149][CH2:150][C:151]([OH:153])=[O:152])=[N+:127]([CH2:156][CH2:157][C:158]([OH:160])=[O:159])[C:126]2[CH:125]=[CH:124][C:123]3[CH:122]=[CH:121][CH:120]=[CH:119][C:118]=3[C:117]1=2.[Br-:162].C1C=CC2N(O)N=NC=2C=1.CC(C)N=C=NC(C)C.